This data is from Full USPTO retrosynthesis dataset with 1.9M reactions from patents (1976-2016). The task is: Predict the reactants needed to synthesize the given product. (1) Given the product [CH:9]1[C:8]2[NH:7][C:6]3[C:5](=[CH:3][CH:2]=[CH:10][CH:9]=3)[C:4]=2[CH:3]=[CH:2][CH:10]=1, predict the reactants needed to synthesize it. The reactants are: F[C:2]1[CH:3]=[C:4]2[C:8](=[CH:9][CH:10]=1)[NH:7][CH:6]=[CH:5]2.O. (2) Given the product [C:1]([O:5][C:6]([CH:7]1[CH:28]([C:24]2[CH:25]=[CH:26][CH:27]=[C:22]([Cl:21])[C:23]=2[F:40])[C:29]([C:32]2[CH:37]=[CH:36][C:35]([Cl:38])=[CH:34][C:33]=2[F:39])([C:30]#[N:31])[CH:9]([CH2:10][C:11]([C:14]2[CH2:19][CH2:18][O:17][CH2:16][CH:15]=2)([CH3:13])[CH3:12])[NH:8]1)=[O:20])([CH3:2])([CH3:3])[CH3:4], predict the reactants needed to synthesize it. The reactants are: [C:1]([O:5][C:6](=[O:20])[CH2:7]/[N:8]=[CH:9]/[CH2:10][C:11]([C:14]1[CH2:15][CH2:16][O:17][CH2:18][CH:19]=1)([CH3:13])[CH3:12])([CH3:4])([CH3:3])[CH3:2].[Cl:21][C:22]1[C:23]([F:40])=[C:24](/[CH:28]=[C:29](/[C:32]2[CH:37]=[CH:36][C:35]([Cl:38])=[CH:34][C:33]=2[F:39])\[C:30]#[N:31])[CH:25]=[CH:26][CH:27]=1.C(N(CC)CC)C.C1CCN2C(=NCCC2)CC1. (3) Given the product [OH:1][CH:2]([C:5]1[NH:13][C:12]2[C:7](=[N:8][CH:9]=[CH:10][C:11]=2[C:14]([OH:16])=[O:15])[CH:6]=1)[CH2:3][CH3:4], predict the reactants needed to synthesize it. The reactants are: [OH:1][CH:2]([C:5]1[NH:13][C:12]2[C:7](=[N:8][CH:9]=[CH:10][C:11]=2[C:14]([O:16]C)=[O:15])[CH:6]=1)[CH2:3][CH3:4]. (4) Given the product [C:9]([O:13][C:14]([N:16]1[CH2:21][CH2:20][CH:19]([N:5]2[CH2:6][CH2:7][C:3]([F:8])([F:2])[CH2:4]2)[CH2:18][CH2:17]1)=[O:15])([CH3:12])([CH3:10])[CH3:11], predict the reactants needed to synthesize it. The reactants are: Cl.[F:2][C:3]1([F:8])[CH2:7][CH2:6][NH:5][CH2:4]1.[C:9]([O:13][C:14]([N:16]1[CH2:21][CH2:20][C:19](=O)[CH2:18][CH2:17]1)=[O:15])([CH3:12])([CH3:11])[CH3:10].C(O)C.[BH3-]C#N.[Na+]. (5) The reactants are: [O:1]1[C:5]2([CH2:10][CH2:9][CH:8]([CH2:11][CH2:12][N:13]3[CH2:18][CH2:17][N:16]([C:19]4[CH:24]=[CH:23][CH:22]=[C:21]([N+:25]([O-])=O)[CH:20]=4)[CH2:15][CH2:14]3)[CH2:7][CH2:6]2)[O:4][CH2:3][CH2:2]1. Given the product [O:4]1[C:5]2([CH2:6][CH2:7][CH:8]([CH2:11][CH2:12][N:13]3[CH2:14][CH2:15][N:16]([C:19]4[CH:20]=[C:21]([CH:22]=[CH:23][CH:24]=4)[NH2:25])[CH2:17][CH2:18]3)[CH2:9][CH2:10]2)[O:1][CH2:2][CH2:3]1, predict the reactants needed to synthesize it. (6) Given the product [S:16]1[C:17]2[C:18](=[N:19][CH:20]=[CH:21][CH:22]=2)[N:23]=[C:15]1[O:12][C:8]1[CH:9]=[C:10]2[O:11][C:3]([CH2:2][OH:1])=[CH:4][C:5]2=[N:6][CH:7]=1, predict the reactants needed to synthesize it. The reactants are: [OH:1][CH2:2][C:3]1[O:11][C:10]2[C:5](=[N:6][CH:7]=[C:8]([OH:12])[CH:9]=2)[CH:4]=1.Cl.Cl[C:15]1[S:16][C:17]2[C:18]([N:23]=1)=[N:19][CH:20]=[CH:21][CH:22]=2.C([O-])([O-])=O.[Cs+].[Cs+].[NH4+].[Cl-]. (7) Given the product [CH2:38]([C:44]1[CH:45]=[CH:46][C:47]([CH2:48][NH:49][C:31](=[O:33])[C:30]2[CH:34]=[CH:35][CH:36]=[N:37][C:29]=2[NH2:28])=[CH:50][CH:51]=1)[CH2:39][CH2:40][CH2:41][CH2:42][CH3:43], predict the reactants needed to synthesize it. The reactants are: CN([P+](ON1N=NC2C=CC=CC1=2)(N(C)C)N(C)C)C.F[P-](F)(F)(F)(F)F.[NH2:28][C:29]1[N:37]=[CH:36][CH:35]=[CH:34][C:30]=1[C:31]([OH:33])=O.[CH2:38]([C:44]1[CH:51]=[CH:50][C:47]([CH2:48][NH2:49])=[CH:46][CH:45]=1)[CH2:39][CH2:40][CH2:41][CH2:42][CH3:43].C(=O)(O)[O-].[Na+]. (8) Given the product [NH2:27][C:8]1[N:7]=[C:6]([O:5][CH2:1][CH2:2][CH2:3][CH3:4])[N:14]=[C:13]2[C:9]=1[NH:10][C:11](=[O:25])[N:12]2[CH2:15][CH2:16][CH2:17][CH2:18][CH:19]1[CH2:20][CH2:21][N:22]([CH2:29][CH2:30][CH2:31][CH3:32])[CH2:23][CH2:24]1, predict the reactants needed to synthesize it. The reactants are: [CH2:1]([O:5][C:6]1[N:14]=[C:13]2[C:9]([N:10]=[C:11]([O:25]C)[N:12]2[CH2:15][CH2:16][CH2:17][CH2:18][CH:19]2[CH2:24][CH2:23][NH:22][CH2:21][CH2:20]2)=[C:8]([NH2:27])[N:7]=1)[CH2:2][CH2:3][CH3:4].I[CH2:29][CH2:30][CH2:31][CH3:32]. (9) Given the product [CH3:18][N:17]([CH3:19])/[CH:16]=[C:11](/[C:3]1[CH:4]=[CH:5][C:6]([N+:8]([O-:10])=[O:9])=[CH:7][C:2]=1[CH3:1])\[C:12]#[N:13], predict the reactants needed to synthesize it. The reactants are: [CH3:1][C:2]1[CH:7]=[C:6]([N+:8]([O-:10])=[O:9])[CH:5]=[CH:4][C:3]=1[CH2:11][C:12]#[N:13].CO[CH:16](OC)[N:17]([CH3:19])[CH3:18].